This data is from Catalyst prediction with 721,799 reactions and 888 catalyst types from USPTO. The task is: Predict which catalyst facilitates the given reaction. (1) Reactant: [N+:1]([C:4]1[CH:9]=[CH:8][C:7]([C:10]([C:12]2[S:16][C:15]([NH:17][C:18]3[CH:23]=[CH:22][CH:21]=[CH:20][CH:19]=3)=[N:14][C:13]=2[NH2:24])=[O:11])=[CH:6][CH:5]=1)([O-])=O. Product: [NH2:1][C:4]1[CH:9]=[CH:8][C:7]([C:10]([C:12]2[S:16][C:15]([NH:17][C:18]3[CH:23]=[CH:22][CH:21]=[CH:20][CH:19]=3)=[N:14][C:13]=2[NH2:24])=[O:11])=[CH:6][CH:5]=1. The catalyst class is: 8. (2) Reactant: [CH3:1][N:2]([CH3:39])[CH2:3][CH2:4][O:5][C:6]([C:8]1[CH:9]=[C:10]([CH:36]=[CH:37][CH:38]=1)[CH2:11][N:12]1[C:16](=[O:17])[C:15]2([CH2:22][CH2:21][N:20](C(OC(C)(C)C)=O)[CH2:19][CH2:18]2)[N:14]([C:30]2[CH:35]=[CH:34][CH:33]=[CH:32][CH:31]=2)[CH2:13]1)=[O:7].Cl. Product: [O:17]=[C:16]1[C:15]2([CH2:18][CH2:19][NH:20][CH2:21][CH2:22]2)[N:14]([C:30]2[CH:31]=[CH:32][CH:33]=[CH:34][CH:35]=2)[CH2:13][N:12]1[CH2:11][C:10]1[CH:9]=[C:8]([CH:38]=[CH:37][CH:36]=1)[C:6]([O:5][CH2:4][CH2:3][N:2]([CH3:39])[CH3:1])=[O:7]. The catalyst class is: 12. (3) Reactant: [NH2:1][C:2]1[C:7]([F:8])=[C:6]([C:9]2[CH:14]=[CH:13][C:12]([Cl:15])=[C:11]([O:16][CH3:17])[C:10]=2[F:18])[N:5]=[C:4]([CH:19]=[O:20])[C:3]=1[Cl:21].CC(=CC)C.O.O.[OH:29]P([O-])([O-])=O.[Na+].[Na+].Cl([O-])=O.[Na+]. The catalyst class is: 878. Product: [NH2:1][C:2]1[C:7]([F:8])=[C:6]([C:9]2[CH:14]=[CH:13][C:12]([Cl:15])=[C:11]([O:16][CH3:17])[C:10]=2[F:18])[N:5]=[C:4]([C:19]([OH:29])=[O:20])[C:3]=1[Cl:21].